From a dataset of Full USPTO retrosynthesis dataset with 1.9M reactions from patents (1976-2016). Predict the reactants needed to synthesize the given product. Given the product [CH:28]([N:31]([CH2:20][CH2:19][CH:18]([C:12]1[CH:13]=[C:14]([CH3:17])[CH:15]=[CH:16][C:11]=1[O:10][S:7]([C:1]1[CH:6]=[CH:5][CH:4]=[CH:3][CH:2]=1)(=[O:9])=[O:8])[C:22]1[CH:27]=[CH:26][CH:25]=[CH:24][CH:23]=1)[CH:32]([CH3:34])[CH3:33])([CH3:30])[CH3:29], predict the reactants needed to synthesize it. The reactants are: [C:1]1([S:7]([O:10][C:11]2[CH:16]=[CH:15][C:14]([CH3:17])=[CH:13][C:12]=2[CH:18]([C:22]2[CH:27]=[CH:26][CH:25]=[CH:24][CH:23]=2)[CH2:19][CH2:20]I)(=[O:9])=[O:8])[CH:6]=[CH:5][CH:4]=[CH:3][CH:2]=1.[CH:28]([NH:31][CH:32]([CH3:34])[CH3:33])([CH3:30])[CH3:29].